From a dataset of Reaction yield outcomes from USPTO patents with 853,638 reactions. Predict the reaction yield, written as a fraction of the theoretical maximum amount of product (1.0 means a 100% yield; for example, 0.34 means a 34% yield). The reactants are F[C:2](F)(F)[C:3](O)=O.[CH:8]([N:11]1[C:15]([C:16]2[N:25]=[C:24]3[N:18]([CH2:19][CH2:20][O:21][C:22]4[CH:29]=[C:28]([CH:30]5[CH2:35][CH2:34][NH:33][CH2:32][CH2:31]5)[CH:27]=[CH:26][C:23]=43)[CH:17]=2)=[N:14][CH:13]=[N:12]1)([CH3:10])[CH3:9].C(=O)C.N1C(O[BH3-])=NN=1.[Na+].C(Cl)Cl. The catalyst is ClCCCl.C(O)(=O)C. The product is [CH2:2]([N:33]1[CH2:34][CH2:35][CH:30]([C:28]2[CH:27]=[CH:26][C:23]3[C:24]4[N:18]([CH:17]=[C:16]([C:15]5[N:11]([CH:8]([CH3:10])[CH3:9])[N:12]=[CH:13][N:14]=5)[N:25]=4)[CH2:19][CH2:20][O:21][C:22]=3[CH:29]=2)[CH2:31][CH2:32]1)[CH3:3]. The yield is 0.120.